From a dataset of Peptide-MHC class I binding affinity with 185,985 pairs from IEDB/IMGT. Regression. Given a peptide amino acid sequence and an MHC pseudo amino acid sequence, predict their binding affinity value. This is MHC class I binding data. (1) The peptide sequence is KSLFNTVATLY. The MHC is HLA-A69:01 with pseudo-sequence HLA-A69:01. The binding affinity (normalized) is 0.265. (2) The peptide sequence is KGANFPGLA. The MHC is Mamu-B3901 with pseudo-sequence Mamu-B3901. The binding affinity (normalized) is 0.490. (3) The peptide sequence is FLQGSVICFV. The MHC is HLA-A02:01 with pseudo-sequence HLA-A02:01. The binding affinity (normalized) is 0. (4) The peptide sequence is KVAELVHFLL. The MHC is HLA-A02:01 with pseudo-sequence HLA-A02:01. The binding affinity (normalized) is 0.629. (5) The peptide sequence is FHNKEIGRL. The MHC is Mamu-B17 with pseudo-sequence Mamu-B17. The binding affinity (normalized) is 0.315. (6) The MHC is HLA-B15:01 with pseudo-sequence HLA-B15:01. The binding affinity (normalized) is 0.0847. The peptide sequence is YGDTEAICR. (7) The peptide sequence is QPQPFPSQQPY. The MHC is HLA-B54:01 with pseudo-sequence HLA-B54:01. The binding affinity (normalized) is 0.